Dataset: CYP2C19 inhibition data for predicting drug metabolism from PubChem BioAssay. Task: Regression/Classification. Given a drug SMILES string, predict its absorption, distribution, metabolism, or excretion properties. Task type varies by dataset: regression for continuous measurements (e.g., permeability, clearance, half-life) or binary classification for categorical outcomes (e.g., BBB penetration, CYP inhibition). Dataset: cyp2c19_veith. The result is 0 (non-inhibitor). The compound is COc1ncc2nc(C)c(=O)n(C3CC3)c2n1.